Dataset: Full USPTO retrosynthesis dataset with 1.9M reactions from patents (1976-2016). Task: Predict the reactants needed to synthesize the given product. (1) The reactants are: [NH2:1][C:2]1([C:22]#[N:23])[CH2:7][CH2:6][CH:5]([NH:8][S:9](C2C=CC(OCC)=C(C)C=2)(=[O:11])=[O:10])[CH2:4][CH2:3]1.[F:24][C:25]([F:44])([F:43])[C:26]1[CH:31]=[CH:30][C:29](S(NC2CCC(=O)CC2)(=O)=O)=[CH:28][CH:27]=1. Given the product [NH2:1][C:2]1([C:22]#[N:23])[CH2:3][CH2:4][CH:5]([NH:8][S:9]([C:29]2[CH:30]=[CH:31][C:26]([C:25]([F:44])([F:43])[F:24])=[CH:27][CH:28]=2)(=[O:11])=[O:10])[CH2:6][CH2:7]1, predict the reactants needed to synthesize it. (2) The reactants are: C[O:2][C:3](=[O:25])[CH2:4][C:5]1[CH:10]=[C:9]([Br:11])[C:8]([O:12][C:13]2[CH:18]=[CH:17][C:16]([O:19][CH3:20])=[C:15]([CH:21]([CH3:23])[CH3:22])[CH:14]=2)=[C:7]([Br:24])[CH:6]=1.[I:26][C:27]1[CH:28]=[C:29]([CH:33]=[CH:34][CH:35]=1)[C:30](Cl)=[O:31]. Given the product [Br:24][C:7]1[CH:6]=[C:5]([CH2:4][C:3]([OH:2])=[O:25])[CH:10]=[C:9]([Br:11])[C:8]=1[O:12][C:13]1[CH:14]=[C:15]([CH:21]([CH3:23])[CH3:22])[C:16]([O:19][CH3:20])=[CH:17][C:18]=1[CH:30]([OH:31])[C:29]1[CH:33]=[CH:34][CH:35]=[C:27]([I:26])[CH:28]=1, predict the reactants needed to synthesize it.